From a dataset of Reaction yield outcomes from USPTO patents with 853,638 reactions. Predict the reaction yield, written as a fraction of the theoretical maximum amount of product (1.0 means a 100% yield; for example, 0.34 means a 34% yield). (1) The reactants are [Br:1][C:2]1[CH:3]=[CH:4][CH:5]=[C:6]2[C:10]=1[CH2:9][CH:8]=[CH:7]2.[CH:11]1([Si:17](C)([CH3:19])[CH3:18])C=CCC=C1. No catalyst specified. The product is [Br:1][C:2]1[CH:3]=[CH:4][CH:5]=[C:6]2[C:10]=1[CH2:9][CH:8]([Si:17]([CH3:19])([CH3:18])[CH3:11])[CH2:7]2. The yield is 0.650. (2) The reactants are [CH2:1]([N:7]1[CH2:12][CH:11]2[CH:9]([C:10]2([C:14]2[CH:19]=[CH:18][CH:17]=[C:16]([C:20]3[NH:24][CH:23]=[N:22][CH:21]=3)[CH:15]=2)[CH3:13])[C:8]1=O)[CH2:2][CH2:3][CH2:4][CH2:5][CH3:6].[H-].[Al+3].[Li+].[H-].[H-].[H-].C(OCC)(=O)C.C(=O)([O-])O.[Na+]. The catalyst is O1CCCC1.[OH-].[Na+]. The product is [CH2:1]([N:7]1[CH2:12][CH:11]2[CH:9]([C:10]2([C:14]2[CH:19]=[CH:18][CH:17]=[C:16]([C:20]3[NH:24][CH:23]=[N:22][CH:21]=3)[CH:15]=2)[CH3:13])[CH2:8]1)[CH2:2][CH2:3][CH2:4][CH2:5][CH3:6]. The yield is 0.750. (3) The reactants are [Cl:1][C:2]1[CH:3]=[C:4]([N:8]2[C:13](=[O:14])[C:12](OS(C3C=CC(C)=CC=3)(=O)=O)=[C:11]([C:26]3[CH:31]=[CH:30][C:29]([S:32]([CH3:35])(=[O:34])=[O:33])=[CH:28][CH:27]=3)[CH:10]=[N:9]2)[CH:5]=[CH:6][CH:7]=1.[CH2:36]([SH:43])[C:37]1[CH:42]=[CH:41][CH:40]=[CH:39][CH:38]=1.O. The catalyst is C1COCC1. The product is [Cl:1][C:2]1[CH:3]=[C:4]([N:8]2[C:13](=[O:14])[C:12]([S:43][CH2:36][C:37]3[CH:42]=[CH:41][CH:40]=[CH:39][CH:38]=3)=[C:11]([C:26]3[CH:31]=[CH:30][C:29]([S:32]([CH3:35])(=[O:34])=[O:33])=[CH:28][CH:27]=3)[CH:10]=[N:9]2)[CH:5]=[CH:6][CH:7]=1. The yield is 0.850.